From a dataset of Full USPTO retrosynthesis dataset with 1.9M reactions from patents (1976-2016). Predict the reactants needed to synthesize the given product. (1) Given the product [CH2:34]([S:37]([O:1][C:2]1[N:6]([CH:7]([CH3:8])[CH3:9])[N:5]=[CH:4][C:3]=1[C:10]([C:12]1[C:13](=[O:26])[N:14]([C:20]2[CH:21]=[CH:22][CH:23]=[CH:24][CH:25]=2)[C:15](=[O:19])[N:16]([CH3:18])[N:17]=1)=[O:11])(=[O:39])=[O:38])[CH2:35][CH3:36], predict the reactants needed to synthesize it. The reactants are: [OH:1][C:2]1[N:6]([CH:7]([CH3:9])[CH3:8])[N:5]=[CH:4][C:3]=1[C:10]([C:12]1[C:13](=[O:26])[N:14]([C:20]2[CH:25]=[CH:24][CH:23]=[CH:22][CH:21]=2)[C:15](=[O:19])[N:16]([CH3:18])[N:17]=1)=[O:11].C(N(CC)CC)C.[CH2:34]([S:37](Cl)(=[O:39])=[O:38])[CH2:35][CH3:36]. (2) Given the product [CH3:2][C@@H:3]1[N:8]([C:9]2[N:14]=[C:13]([C:15]3[CH:20]=[CH:19][CH:18]=[CH:17][C:16]=3[S:21]([CH3:24])(=[O:23])=[O:22])[N:12]=[C:11]([C:25]3[CH:26]=[CH:27][C:28]([NH:29][C:36]([NH:44][C:45]4[CH:46]=[N:47][CH:48]=[CH:49][CH:50]=4)=[O:42])=[CH:30][CH:31]=3)[N:10]=2)[CH2:7][CH2:6][O:5][CH2:4]1, predict the reactants needed to synthesize it. The reactants are: Cl.[CH3:2][C@@H:3]1[N:8]([C:9]2[N:14]=[C:13]([C:15]3[CH:20]=[CH:19][CH:18]=[CH:17][C:16]=3[S:21]([CH3:24])(=[O:23])=[O:22])[N:12]=[C:11]([C:25]3[CH:31]=[CH:30][C:28]([NH2:29])=[CH:27][CH:26]=3)[N:10]=2)[CH2:7][CH2:6][O:5][CH2:4]1.ClC(Cl)(O[C:36](=[O:42])OC(Cl)(Cl)Cl)Cl.[NH2:44][C:45]1[CH:46]=[N:47][CH:48]=[CH:49][CH:50]=1. (3) Given the product [C:22]([S:24][CH:14]1[CH2:13][CH2:12][N:11]([C:8]2[S:9][CH:10]=[C:6]([C:4]([O:3][CH2:1][CH3:2])=[O:5])[N:7]=2)[CH2:16][CH2:15]1)(=[O:25])[CH3:23], predict the reactants needed to synthesize it. The reactants are: [CH2:1]([O:3][C:4]([C:6]1[N:7]=[C:8]([N:11]2[CH2:16][CH2:15][CH:14](OS(C)(=O)=O)[CH2:13][CH2:12]2)[S:9][CH:10]=1)=[O:5])[CH3:2].[C:22]([O-:25])(=[S:24])[CH3:23].[K+]. (4) Given the product [Cl:13][C:14]1[CH:15]=[CH:16][C:17]([O:18][CH2:19][CH:20]2[O:24][N:23]=[C:22]([C:25]3([C:26]([CH3:29])([CH3:27])[CH3:28])[CH2:1][O:30]3)[CH2:21]2)=[CH:31][CH:32]=1, predict the reactants needed to synthesize it. The reactants are: [CH3:1]C(C)([O-])C.[K+].[I-].C[S+](C)(C)=O.[Cl:13][C:14]1[CH:32]=[CH:31][C:17]([O:18][CH2:19][CH:20]2[O:24][N:23]=[C:22]([C:25](=[O:30])[C:26]([CH3:29])([CH3:28])[CH3:27])[CH2:21]2)=[CH:16][CH:15]=1. (5) Given the product [N:11]1([CH2:10][CH2:9][O:8][C:7]2[CH:6]=[CH:5][C:4]([NH2:1])=[CH:17][CH:16]=2)[CH:15]=[CH:14][CH:13]=[N:12]1, predict the reactants needed to synthesize it. The reactants are: [N+:1]([C:4]1[CH:17]=[CH:16][C:7]([O:8][CH2:9][CH2:10][N:11]2[CH:15]=[CH:14][CH:13]=[N:12]2)=[CH:6][CH:5]=1)([O-])=O.[H][H].